From a dataset of Catalyst prediction with 721,799 reactions and 888 catalyst types from USPTO. Predict which catalyst facilitates the given reaction. Reactant: [C:1]1([C:7]2[CH:12]=[CH:11][C:10]([C:13]3[CH:14]=[C:15]([C:19]4[C:20]5[C:25]([C:26](Br)=[C:27]6[C:32]=4[CH:31]=[CH:30][CH:29]=[CH:28]6)=[CH:24][CH:23]=[CH:22][CH:21]=5)[CH:16]=[CH:17][CH:18]=3)=[CH:9][CH:8]=2)[CH:6]=[CH:5][CH:4]=[CH:3][CH:2]=1.[C:34]1([C:40]([C:52]2[CH:57]=[CH:56][CH:55]=[CH:54][CH:53]=2)=[CH:41][C:42]2[CH:47]=[CH:46][C:45](OB(O)O)=[CH:44][CH:43]=2)[CH:39]=[CH:38][CH:37]=[CH:36][CH:35]=1.C(=O)([O-])[O-].[Na+].[Na+]. Product: [C:1]1([C:7]2[CH:12]=[CH:11][C:10]([C:13]3[CH:14]=[C:15]([C:19]4[C:20]5[C:25]([C:26]([C:45]6[CH:46]=[CH:47][C:42]([CH:41]=[C:40]([C:52]7[CH:57]=[CH:56][CH:55]=[CH:54][CH:53]=7)[C:34]7[CH:35]=[CH:36][CH:37]=[CH:38][CH:39]=7)=[CH:43][CH:44]=6)=[C:27]6[C:32]=4[CH:31]=[CH:30][CH:29]=[CH:28]6)=[CH:24][CH:23]=[CH:22][CH:21]=5)[CH:16]=[CH:17][CH:18]=3)=[CH:9][CH:8]=2)[CH:6]=[CH:5][CH:4]=[CH:3][CH:2]=1. The catalyst class is: 109.